This data is from Reaction yield outcomes from USPTO patents with 853,638 reactions. The task is: Predict the reaction yield, written as a fraction of the theoretical maximum amount of product (1.0 means a 100% yield; for example, 0.34 means a 34% yield). The reactants are [CH3:1][O:2][C:3]1[CH:8]=[C:7]([O:9][CH3:10])[CH:6]=[CH:5][C:4]=1[C:11](=[O:18])[CH2:12][C:13]([O:15][CH2:16][CH3:17])=[O:14].[C:19]1(O)[CH:24]=[CH:23][CH:22]=[CH:21][CH:20]=1. The product is [CH3:1][O:2][C:3]1[CH:8]=[C:7]([O:9][CH3:10])[CH:6]=[CH:5][C:4]=1[C:11]1[O:18][C:19]2[CH:24]=[CH:23][CH:22]=[CH:21][C:20]=2[C:12]=1[C:13]([O:15][CH2:16][CH3:17])=[O:14]. No catalyst specified. The yield is 0.770.